Predict the product of the given reaction. From a dataset of Forward reaction prediction with 1.9M reactions from USPTO patents (1976-2016). (1) Given the reactants Cl.[NH2:2][C@H:3]1[CH2:8][CH2:7][C@H:6]([NH:9][C:10]([C:12]2[C:16]3[N:17]=[CH:18][N:19]=[C:20]([C:21]4[CH:26]=[C:25]([CH:27]([F:29])[F:28])[CH:24]=[CH:23][C:22]=4[O:30][CH2:31][CH:32]4[CH2:34][CH2:33]4)[C:15]=3[NH:14][C:13]=2[CH3:35])=[O:11])[CH2:5][C@H:4]1[F:36].[C:37](Cl)(=[O:39])[CH3:38], predict the reaction product. The product is: [C:37]([NH:2][C@H:3]1[CH2:8][CH2:7][C@H:6]([NH:9][C:10]([C:12]2[C:16]3[N:17]=[CH:18][N:19]=[C:20]([C:21]4[CH:26]=[C:25]([CH:27]([F:29])[F:28])[CH:24]=[CH:23][C:22]=4[O:30][CH2:31][CH:32]4[CH2:33][CH2:34]4)[C:15]=3[NH:14][C:13]=2[CH3:35])=[O:11])[CH2:5][C@H:4]1[F:36])(=[O:39])[CH3:38]. (2) Given the reactants [NH2:1][C:2]1[CH:7]=[CH:6][CH:5]=[CH:4][CH:3]=1.[CH3:8][C:9](C)([CH3:13])[CH2:10][CH:11]=[CH2:12].FC(F)(F)C1C=CC=CC=1C(Cl)=O.ClC1C=CC=CC=1C(Cl)=O.[Br:38][C:39]1[CH:47]=[CH:46][CH:45]=[CH:44][C:40]=1[C:41](Cl)=[O:42].IC1C=CC=CC=1C(Cl)=O, predict the reaction product. The product is: [CH3:12][CH:11]([C:3]1[CH:4]=[CH:5][CH:6]=[CH:7][C:2]=1[NH:1][C:41](=[O:42])[C:40]1[CH:44]=[CH:45][CH:46]=[CH:47][C:39]=1[Br:38])[CH2:10][CH:9]([CH3:13])[CH3:8]. (3) Given the reactants Cl[C:2]1[C:11]2[C:6](=[CH:7][C:8]([O:14][CH2:15][CH2:16][O:17][CH3:18])=[C:9]([C:12]#[N:13])[CH:10]=2)[N:5]=[CH:4][CH:3]=1.[F:19][C:20]1[CH:21]=[C:22]([OH:29])[CH:23]=[CH:24][C:25]=1[N+:26]([O-:28])=[O:27], predict the reaction product. The product is: [C:12]([C:9]1[CH:10]=[C:11]2[C:6](=[CH:7][C:8]=1[O:14][CH2:15][CH2:16][O:17][CH3:18])[N:5]=[CH:4][CH:3]=[C:2]2[O:29][C:22]1[CH:23]=[CH:24][C:25]([N+:26]([O-:28])=[O:27])=[C:20]([F:19])[CH:21]=1)#[N:13]. (4) Given the reactants [NH2:1][C:2]1[CH:3]=[C:4]([CH:9]=[CH:10][CH:11]=1)[C:5]([O:7][CH3:8])=[O:6].C(N(CC)CC)C.[Br:19][CH2:20][C:21](Br)=[O:22], predict the reaction product. The product is: [CH3:8][O:7][C:5](=[O:6])[C:4]1[CH:9]=[CH:10][CH:11]=[C:2]([NH:1][C:21](=[O:22])[CH2:20][Br:19])[CH:3]=1. (5) Given the reactants [CH:1]1([N:7]([CH2:13][CH3:14])[C:8](=[O:12])[O:9][CH2:10]Cl)[CH2:6][CH2:5][CH2:4][CH2:3][CH2:2]1.[OH:15][C@@H:16]([C@H:18]1[C:38](=[O:39])[N:20]2[C:21]([C:35]([O-:37])=[O:36])=[C:22]([S:25]/[CH:26]=[CH:27]\[C:28]3[S:32][CH:31]=[N:30][C:29]=3[CH2:33][OH:34])[C@H:23]([CH3:24])[C@H:19]12)[CH3:17].[Na+], predict the reaction product. The product is: [OH:15][C@@H:16]([C@H:18]1[C:38](=[O:39])[N:20]2[C:21]([C:35]([O:37][CH2:10][O:9][C:8]([N:7]([CH:1]3[CH2:6][CH2:5][CH2:4][CH2:3][CH2:2]3)[CH2:13][CH3:14])=[O:12])=[O:36])=[C:22]([S:25]/[CH:26]=[CH:27]\[C:28]3[S:32][CH:31]=[N:30][C:29]=3[CH2:33][OH:34])[C@H:23]([CH3:24])[C@H:19]12)[CH3:17]. (6) Given the reactants [CH3:1][N:2]1[CH:7]=[C:6](B2OC(C)(C)C(C)(C)O2)[CH:5]=[C:4]([NH:17][C:18]2[CH:30]=[C:21]3[CH2:22][N:23]([CH:26]4[CH2:29][O:28][CH2:27]4)[CH2:24][CH2:25][N:20]3[N:19]=2)[C:3]1=[O:31].Cl[C:33]1[C:38]([CH:39]=[O:40])=[C:37]([N:41]2[CH2:54][CH2:53][N:44]3[C:45]4[CH2:46][CH2:47][CH2:48][CH2:49][C:50]=4[C:51]([F:52])=[C:43]3[C:42]2=[O:55])[N:36]=[CH:35][CH:34]=1.[O-]P([O-])([O-])=O.[K+].[K+].[K+].C([O-])(=O)C.[Na+], predict the reaction product. The product is: [F:52][C:51]1[C:50]2[CH2:49][CH2:48][CH2:47][CH2:46][C:45]=2[N:44]2[CH2:53][CH2:54][N:41]([C:37]3[N:36]=[CH:35][CH:34]=[C:33]([C:6]4[CH:5]=[C:4]([NH:17][C:18]5[CH:30]=[C:21]6[CH2:22][N:23]([CH:26]7[CH2:29][O:28][CH2:27]7)[CH2:24][CH2:25][N:20]6[N:19]=5)[C:3](=[O:31])[N:2]([CH3:1])[CH:7]=4)[C:38]=3[CH:39]=[O:40])[C:42](=[O:55])[C:43]=12. (7) Given the reactants [C:1]([NH:5][C:6]1[C:15]2[CH:14]=[CH:13][CH:12]=[C:11]([C:16]([NH:18][C:19]3[CH:24]=[C:23]([C:25](=[O:37])[NH:26][C:27]4[CH:32]=[CH:31][CH:30]=[C:29](C(F)(F)F)[CH:28]=4)[CH:22]=[CH:21][C:20]=3[CH3:38])=[O:17])[C:10]=2[CH:9]=[CH:8][N:7]=1)([CH3:4])([CH3:3])[CH3:2].NC1C=CC=CC=1, predict the reaction product. The product is: [C:1]([NH:5][C:6]1[C:15]2[CH:14]=[CH:13][CH:12]=[C:11]([C:16]([NH:18][C:19]3[CH:24]=[C:23]([C:25](=[O:37])[NH:26][C:27]4[CH:28]=[CH:29][CH:30]=[CH:31][CH:32]=4)[CH:22]=[CH:21][C:20]=3[CH3:38])=[O:17])[C:10]=2[CH:9]=[CH:8][N:7]=1)([CH3:4])([CH3:3])[CH3:2]. (8) Given the reactants [H-].[Na+].[Br:3][C:4]1[C:5]([CH2:19][CH3:20])=[C:6]([CH2:10]P(=O)(OCC)OCC)[CH:7]=[CH:8][CH:9]=1.O=[C:22]1[CH2:27][CH2:26][N:25]([C:28]([O:30][C:31]([CH3:34])([CH3:33])[CH3:32])=[O:29])[CH2:24][CH2:23]1.O, predict the reaction product. The product is: [Br:3][C:4]1[C:5]([CH2:19][CH3:20])=[C:6]([CH:10]=[C:22]2[CH2:27][CH2:26][N:25]([C:28]([O:30][C:31]([CH3:34])([CH3:33])[CH3:32])=[O:29])[CH2:24][CH2:23]2)[CH:7]=[CH:8][CH:9]=1.